Dataset: Full USPTO retrosynthesis dataset with 1.9M reactions from patents (1976-2016). Task: Predict the reactants needed to synthesize the given product. Given the product [C:1]([S:20][CH2:21][CH2:22][N:23]1[C:27]2[CH:28]=[CH:29][CH:30]=[CH:31][C:26]=2[N:25]=[C:24]1[C:32]([O-:34])=[O:33])([C:8]1[CH:13]=[CH:12][CH:11]=[CH:10][CH:9]=1)([C:2]1[CH:3]=[CH:4][CH:5]=[CH:6][CH:7]=1)[C:14]1[CH:15]=[CH:16][CH:17]=[CH:18][CH:19]=1.[Li+:39], predict the reactants needed to synthesize it. The reactants are: [C:1]([S:20][CH2:21][CH2:22][N:23]1[C:27]2[CH:28]=[CH:29][CH:30]=[CH:31][C:26]=2[N:25]=[C:24]1[C:32]([O:34]CC)=[O:33])([C:14]1[CH:19]=[CH:18][CH:17]=[CH:16][CH:15]=1)([C:8]1[CH:13]=[CH:12][CH:11]=[CH:10][CH:9]=1)[C:2]1[CH:7]=[CH:6][CH:5]=[CH:4][CH:3]=1.CO.[Li+:39].[OH-].